Task: Binary Classification. Given a miRNA mature sequence and a target amino acid sequence, predict their likelihood of interaction.. Dataset: Experimentally validated miRNA-target interactions with 360,000+ pairs, plus equal number of negative samples (1) The miRNA is hsa-miR-184 with sequence UGGACGGAGAACUGAUAAGGGU. The protein sequence of the target gene is MEGAGENAPESSSSAPGSEESARDPQVPPPEEESGDCARSLEAVPKKLCGYLSKFGGKGPIRGWKSRWFFYDERKCQLYYSRTAQDANPLDSIDLSSAVFDCKADAEEGIFEIKTPSRVITLKAATKQAMLYWLQQLQMKRWEFHNSPPAPPATPDAALAGNGPVLHLELGQEEAELEEFLCPVKTPPGLVGVAAALQPFPALQNISLKHLGTEIQNTMHNIRGNKQAQGTGHEPPGEDSPQSGEPQREEQPLASDASTPGREPEDSPKPAPKPSLTISFAQKAKRQNNTFPFFSEGITR.... Result: 0 (no interaction). (2) The miRNA is hsa-miR-550a-3-5p with sequence AGUGCCUGAGGGAGUAAGAG. The protein sequence of the target gene is MRPGGFLGAGQRLSRAMSRCVLEPRPPGKRWMVAGLGNPGLPGTRHSVGMAVLGQLARRLGVAESWTRDRHCAADLALAPLGDAQLVLLRPRRLMNANGRSVARAAELFGLTAEEVYLVHDELDKPLGRLALKLGGSARGHNGVRSCISCLNSNAMPRLRVGIGRPAHPEAVQAHVLGCFSPAEQELLPLLLDRATDLILDHIRERSQGPSLGP. Result: 0 (no interaction).